This data is from Peptide-MHC class I binding affinity with 185,985 pairs from IEDB/IMGT. The task is: Regression. Given a peptide amino acid sequence and an MHC pseudo amino acid sequence, predict their binding affinity value. This is MHC class I binding data. The peptide sequence is KYCLRAIKL. The MHC is H-2-Kd with pseudo-sequence H-2-Kd. The binding affinity (normalized) is 0.509.